This data is from Catalyst prediction with 721,799 reactions and 888 catalyst types from USPTO. The task is: Predict which catalyst facilitates the given reaction. (1) Reactant: [CH3:1][O:2][C:3]([C:5]1[CH:10]([C:11]2[CH:16]=[CH:15][C:14]([C:17]#[N:18])=[CH:13][CH:12]=2)[N:9]2[C:19](=[O:29])[N:20]([CH2:22][C:23]3[CH:28]=[CH:27][CH:26]=[CH:25][CH:24]=3)[N:21]=[C:8]2[NH:7][C:6]=1[CH3:30])=[O:4].[F:31][C:32]([F:43])([F:42])[C:33]1[CH:34]=[C:35](B(O)O)[CH:36]=[CH:37][CH:38]=1.CCN(CC)CC. Product: [CH3:1][O:2][C:3]([C:5]1[CH:10]([C:11]2[CH:12]=[CH:13][C:14]([C:17]#[N:18])=[CH:15][CH:16]=2)[N:9]2[C:19](=[O:29])[N:20]([CH2:22][C:23]3[CH:24]=[CH:25][CH:26]=[CH:27][CH:28]=3)[N:21]=[C:8]2[N:7]([C:37]2[CH:36]=[CH:35][CH:34]=[C:33]([C:32]([F:43])([F:42])[F:31])[CH:38]=2)[C:6]=1[CH3:30])=[O:4]. The catalyst class is: 302. (2) Reactant: [Cl:1][C:2]1[CH:3]=[C:4]([CH2:13][N:14]2[CH:18]=[CH:17][C:16]([C:19]([O:21][CH2:22][CH3:23])=[O:20])=[N:15]2)[CH:5]=[CH:6][C:7]=1/[C:8](/[NH:11][OH:12])=[N:9]/[H].[C:24]1([C:30]2[CH:31]=[C:32]([C:39](O)=O)[S:33][C:34]=2[C:35]([F:38])([F:37])[F:36])[CH:29]=[CH:28][CH:27]=[CH:26][CH:25]=1.C1C=CC2N(O)N=NC=2C=1.CCN=C=NCCCN(C)C. Product: [Cl:1][C:2]1[CH:3]=[C:4]([CH2:13][N:14]2[CH:18]=[CH:17][C:16]([C:19]([O:21][CH2:22][CH3:23])=[O:20])=[N:15]2)[CH:5]=[CH:6][C:7]=1[C:8]1[N:9]=[C:39]([C:32]2[S:33][C:34]([C:35]([F:37])([F:36])[F:38])=[C:30]([C:24]3[CH:29]=[CH:28][CH:27]=[CH:26][CH:25]=3)[CH:31]=2)[O:12][N:11]=1. The catalyst class is: 3. (3) Reactant: [C:1](Cl)(=[O:9])[CH:2]([CH2:6][CH2:7][CH3:8])[CH2:3][CH2:4][CH3:5].[NH2:11][CH:12]1[C:20]2[C:15](=[CH:16][CH:17]=[CH:18][CH:19]=2)[CH2:14][CH2:13]1.CCN(CC)CC.CCOC(C)=O. Product: [CH2:3]([CH:2]([CH2:6][CH2:7][CH3:8])[C:1]([NH:11][CH:12]1[C:20]2[C:15](=[CH:16][CH:17]=[CH:18][CH:19]=2)[CH2:14][CH2:13]1)=[O:9])[CH2:4][CH3:5]. The catalyst class is: 93.